This data is from Catalyst prediction with 721,799 reactions and 888 catalyst types from USPTO. The task is: Predict which catalyst facilitates the given reaction. Reactant: [I-].[Na+].Cl[Si](CC)(CC)CC.[CH3:11][O:12][C:13](=[O:32])[C@H:14]([C:25]1[CH:30]=[CH:29][CH:28]=[CH:27][C:26]=1[Cl:31])[N:15]1[CH2:20][CH:19](O)[C:18]2[S:22][CH:23]=[CH:24][C:17]=2[CH2:16]1.C(=O)(O)[O-].[Na+]. Product: [CH3:11][O:12][C:13]([C@@H:14]([N:15]1[CH2:16][C:17]2[CH:24]=[CH:23][S:22][C:18]=2[CH2:19][CH2:20]1)[C:25]1[CH:30]=[CH:29][CH:28]=[CH:27][C:26]=1[Cl:31])=[O:32]. The catalyst class is: 46.